Predict the reactants needed to synthesize the given product. From a dataset of Full USPTO retrosynthesis dataset with 1.9M reactions from patents (1976-2016). (1) Given the product [CH2:1]([O:3][C:4]1[CH:9]=[CH:8][C:7]([NH:10][C:13](=[O:15])[CH3:14])=[CH:6][C:5]=1[CH2:11][CH3:12])[CH3:2], predict the reactants needed to synthesize it. The reactants are: [CH2:1]([O:3][C:4]1[CH:9]=[CH:8][C:7]([NH2:10])=[CH:6][C:5]=1[CH2:11][CH3:12])[CH3:2].[C:13](OC(=O)C)(=[O:15])[CH3:14]. (2) Given the product [NH2:1][C:2]1[C:7]([C:8]([C:10]2[CH:15]=[CH:14][C:13]([O:16][CH3:17])=[CH:12][CH:11]=2)=[O:9])=[CH:6][CH:5]=[C:4]([NH:36][CH:33]2[CH2:34][CH2:35][N:30]([S:27]([CH3:26])(=[O:29])=[O:28])[CH2:31][CH2:32]2)[N:3]=1, predict the reactants needed to synthesize it. The reactants are: [NH2:1][C:2]1[C:7]([C:8]([C:10]2[CH:15]=[CH:14][C:13]([O:16][CH3:17])=[CH:12][CH:11]=2)=[O:9])=[CH:6][CH:5]=[C:4](Cl)[N:3]=1.FC(F)(F)C(O)=O.[CH3:26][S:27]([N:30]1[CH2:35][CH2:34][CH:33]([NH2:36])[CH2:32][CH2:31]1)(=[O:29])=[O:28]. (3) The reactants are: [CH3:1][C:2]1[CH:7]=[CH:6][CH:5]=[C:4]([C:8]#[C:9][CH:10]=[C:11]2[CH2:16][CH2:15][NH:14][CH2:13][CH2:12]2)[N:3]=1.Cl[C:18]1[N:23]=[C:22]([CH3:24])[CH:21]=[CH:20][C:19]=1[N+:25]([O-:27])=[O:26]. Given the product [CH3:24][C:22]1[N:23]=[C:18]([N:14]2[CH2:13][CH2:12][C:11](=[CH:10][C:9]#[C:8][C:4]3[CH:5]=[CH:6][CH:7]=[C:2]([CH3:1])[N:3]=3)[CH2:16][CH2:15]2)[C:19]([N+:25]([O-:27])=[O:26])=[CH:20][CH:21]=1, predict the reactants needed to synthesize it.